This data is from Forward reaction prediction with 1.9M reactions from USPTO patents (1976-2016). The task is: Predict the product of the given reaction. (1) Given the reactants [CH3:1][O:2][C:3]1[C:17]([N+:18]([O-])=O)=[CH:16][C:6]2[CH2:7][CH2:8][N:9]([CH2:12][CH2:13][O:14][CH3:15])[CH2:10][CH2:11][C:5]=2[CH:4]=1.O.NN, predict the reaction product. The product is: [CH3:1][O:2][C:3]1[C:17]([NH2:18])=[CH:16][C:6]2[CH2:7][CH2:8][N:9]([CH2:12][CH2:13][O:14][CH3:15])[CH2:10][CH2:11][C:5]=2[CH:4]=1. (2) Given the reactants [CH3:1][C:2]1[CH:7]=[CH:6][C:5]([C:8]2[O:9][C:10]([CH3:13])=[N:11][N:12]=2)=[CH:4][C:3]=1[C:14]1[CH:19]=[CH:18][C:17]([C:20](O)=[O:21])=[CH:16][CH:15]=1.C1C=CC2N(O)N=NC=2C=1.Cl.CN(C)CCCN=C=NCC.[CH3:45][CH:46]([NH2:50])[CH:47]([CH3:49])[CH3:48], predict the reaction product. The product is: [CH3:45][CH:46]([NH:50][C:20]([C:17]1[CH:18]=[CH:19][C:14]([C:3]2[CH:4]=[C:5]([C:8]3[O:9][C:10]([CH3:13])=[N:11][N:12]=3)[CH:6]=[CH:7][C:2]=2[CH3:1])=[CH:15][CH:16]=1)=[O:21])[CH:47]([CH3:49])[CH3:48]. (3) Given the reactants C1C=CC(/C=C/C[O:10][C@@H:11]2[O:16][C@H:15](CO)[C@@H:14](O)[C@H:13](O)[C@H:12]2[OH:21])=CC=1.[C:22]([OH:41])(=O)[CH2:23][CH2:24][CH2:25][CH2:26][CH2:27][CH2:28][CH2:29][CH2:30][CH2:31][CH2:32][CH2:33][CH2:34][CH2:35]CC(C)C.CC(CCCCCCC(O)=O)C, predict the reaction product. The product is: [CH3:35][CH2:34][CH2:33][CH2:32][CH2:31][CH2:30][CH2:29][CH2:28][CH2:27][CH2:26][CH2:25][CH2:24][CH2:23][CH2:22][O:41][C:15]1[O:21][C:12]([C:11]([OH:10])=[O:16])=[CH:13][CH:14]=1. (4) Given the reactants [Cl:1][C:2]1[CH:14]=[CH:13][C:12]2[CH2:15][CH2:16][N:17]([CH3:20])[CH2:18][CH2:19][N:10]3[C:11]=2[C:3]=1[C:4]1[CH2:5][CH2:6][CH2:7][CH2:8][C:9]=13.C([BH3-])#N.[Na+], predict the reaction product. The product is: [Cl:1][C:2]1[CH:14]=[CH:13][C:12]2[CH2:15][CH2:16][N:17]([CH3:20])[CH2:18][CH2:19][N:10]3[C:11]=2[C:3]=1[CH:4]1[CH:9]3[CH2:8][CH2:7][CH2:6][CH2:5]1. (5) Given the reactants [Br:1]N1C(=O)CCC1=O.[CH:9]1([N:12]([CH2:20][C:21]2[CH:26]=[CH:25][C:24]([O:27][CH3:28])=[C:23]([O:29][CH2:30][CH2:31][CH2:32][O:33][CH3:34])[CH:22]=2)[C:13](=[O:19])[O:14][C:15]([CH3:18])([CH3:17])[CH3:16])[CH2:11][CH2:10]1, predict the reaction product. The product is: [Br:1][C:26]1[CH:25]=[C:24]([O:27][CH3:28])[C:23]([O:29][CH2:30][CH2:31][CH2:32][O:33][CH3:34])=[CH:22][C:21]=1[CH2:20][N:12]([CH:9]1[CH2:11][CH2:10]1)[C:13](=[O:19])[O:14][C:15]([CH3:17])([CH3:18])[CH3:16].